From a dataset of Forward reaction prediction with 1.9M reactions from USPTO patents (1976-2016). Predict the product of the given reaction. (1) Given the reactants [C:1]([O:5][C@@H:6]([C:11]1[C:40]([CH3:41])=[C:39]([CH3:42])[C:38]2=[N:43][C:35]3=[CH:36][N:37]2[C:12]=1[N:13]1[CH2:49][CH2:48][C:16]([CH3:50])([O:17][CH2:18][CH2:19][CH2:20][CH2:21][C@H:22]([CH3:47])[O:23][C:24]2[C:25]([F:46])=[CH:26][C:27]([F:45])=[CH:28][C:29]=2[C:30]2[CH:44]=[C:34]3[CH:33]=[CH:32][CH:31]=2)[CH2:15][CH2:14]1)[C:7]([O:9]C)=[O:8])([CH3:4])([CH3:3])[CH3:2].C(O[C@@H](C1C(C)=CC2=NC3=C(Cl)N2C=1N1CCC(C)(OCCCC[C@H](C)OC2C=CC(C)=CC=2C2C=C3C=CC=2)CC1)C(O)=O)(C)(C)C, predict the reaction product. The product is: [C:1]([O:5][C@@H:6]([C:11]1[C:40]([CH3:41])=[C:39]([CH3:42])[C:38]2=[N:43][C:35]3=[CH:36][N:37]2[C:12]=1[N:13]1[CH2:14][CH2:15][C:16]([CH3:50])([O:17][CH2:18][CH2:19][CH2:20][CH2:21][C@H:22]([CH3:47])[O:23][C:24]2[C:25]([F:46])=[CH:26][C:27]([F:45])=[CH:28][C:29]=2[C:30]2[CH:44]=[C:34]3[CH:33]=[CH:32][CH:31]=2)[CH2:48][CH2:49]1)[C:7]([OH:9])=[O:8])([CH3:4])([CH3:2])[CH3:3]. (2) The product is: [C:16]([N:6]1[C:7]2[C:12](=[CH:11][C:10]([Br:15])=[CH:9][CH:8]=2)[CH2:13][CH2:14][CH:5]1[C:3]([OH:4])=[O:2])(=[O:18])[CH3:17]. Given the reactants C[O:2][C:3]([CH:5]1[CH2:14][CH2:13][C:12]2[C:7](=[CH:8][CH:9]=[C:10]([Br:15])[CH:11]=2)[N:6]1[C:16](=[O:18])[CH3:17])=[O:4].[Li+].[OH-], predict the reaction product. (3) Given the reactants N1(O)[CH2:6][CH2:5][NH:4][CH2:3][CH2:2]1.Cl[C:9]1[N:14]=[C:13]([C:15]2[N:16]([CH3:24])[C:17]3[C:22]([CH:23]=2)=[CH:21][CH:20]=[CH:19][CH:18]=3)[N:12]=[C:11]([NH:25][C:26]2[CH:30]=[C:29]([CH3:31])[NH:28][N:27]=2)[CH:10]=1.C(Cl)(Cl)Cl.[CH3:36][OH:37], predict the reaction product. The product is: [CH3:31][C:29]1[NH:28][N:27]=[C:26]([NH:25][C:11]2[N:12]=[C:13]([C:15]3[N:16]([CH3:24])[C:17]4[C:22]([CH:23]=3)=[CH:21][CH:20]=[CH:19][CH:18]=4)[N:14]=[C:9]([N:4]3[CH2:5][CH2:6][CH:36]([OH:37])[CH2:2][CH2:3]3)[CH:10]=2)[CH:30]=1. (4) Given the reactants [Cl:1][C:2]1[CH:26]=[CH:25][C:5]2[NH:6][C:7]3[S:8][CH:9]=[CH:10][C:11]=3[C:12]([N:14]3[CH2:19][CH2:18][NH:17][C@@H:16]([CH2:20][CH2:21][CH2:22][O:23][CH3:24])[CH2:15]3)=[N:13][C:4]=2[CH:3]=1.C=O.[C:29](O[BH-](OC(=O)C)OC(=O)C)(=O)C.[Na+], predict the reaction product. The product is: [Cl:1][C:2]1[CH:26]=[CH:25][C:5]2[NH:6][C:7]3[S:8][CH:9]=[CH:10][C:11]=3[C:12]([N:14]3[CH2:19][CH2:18][N:17]([CH3:29])[C@@H:16]([CH2:20][CH2:21][CH2:22][O:23][CH3:24])[CH2:15]3)=[N:13][C:4]=2[CH:3]=1. (5) Given the reactants I[C:2]1[C:10]2[C:5](=[CH:6][C:7]([CH:11]=[O:12])=[CH:8][CH:9]=2)[NH:4][N:3]=1.CCN(CC)CC.[C:20]([C:22]1[CH:23]=[N:24][CH:25]=[CH:26][CH:27]=1)#[CH:21], predict the reaction product. The product is: [N:24]1[CH:25]=[CH:26][CH:27]=[C:22]([C:20]#[C:21][C:2]2[C:10]3[C:5](=[CH:6][C:7]([CH:11]=[O:12])=[CH:8][CH:9]=3)[NH:4][N:3]=2)[CH:23]=1. (6) The product is: [Cl:16][C:3]1[CH:4]=[C:5]([NH:9][C:10]2[N:14]=[C:13]([NH2:15])[NH:12][N:11]=2)[CH:6]=[C:7]([Cl:8])[C:2]=1[C:56]1[CH:57]=[CH:58][C:53]([S:50]([N:45]2[CH2:46][CH2:47][CH2:48][CH2:49]2)(=[O:52])=[O:51])=[CH:54][CH:55]=1. Given the reactants Br[C:2]1[C:7]([Cl:8])=[CH:6][C:5]([NH:9][C:10]2[N:14]=[C:13]([NH2:15])[NH:12][N:11]=2)=[CH:4][C:3]=1[Cl:16].ClC1C=C(N=C=S)C=C(C(F)(F)F)C=1C1C=CC(S(NC2(C)CC2)(=O)=O)=CC=1.[N:45]1([S:50]([C:53]2[CH:58]=[CH:57][C:56](B(O)O)=[CH:55][CH:54]=2)(=[O:52])=[O:51])[CH2:49][CH2:48][CH2:47][CH2:46]1.C([O-])([O-])=O.[Na+].[Na+], predict the reaction product. (7) Given the reactants [F:1][C:2]1[CH:18]=[CH:17][CH:16]=[C:15]([CH2:19][CH:20]=[CH:21][C:22]2[CH:27]=[CH:26][CH:25]=[CH:24][CH:23]=2)[C:3]=1[CH2:4][NH:5][S:6]([CH2:9][CH2:10][C:11]([O:13][CH3:14])=[O:12])(=[O:8])=[O:7].C1(=O)C=CC(=O)C=C1.[Cl-].[Li+].C(=O)([O-])[O-].[Na+].[Na+], predict the reaction product. The product is: [CH2:21]([C:20]1[N:5]([S:6]([CH2:9][CH2:10][C:11]([O:13][CH3:14])=[O:12])(=[O:7])=[O:8])[CH2:4][C:3]2[C:15]([CH:19]=1)=[CH:16][CH:17]=[CH:18][C:2]=2[F:1])[C:22]1[CH:23]=[CH:24][CH:25]=[CH:26][CH:27]=1. (8) Given the reactants Cl[C:2]1[C:3]2[C:4](=[CH:19][N:20](CC3C=CC(OC)=CC=3)[N:21]=2)[N:5]=[C:6]([C:8]2[CH:9]=[C:10]([NH:14][S:15]([CH3:18])(=[O:17])=[O:16])[CH:11]=[CH:12][CH:13]=2)[N:7]=1.[N:31]1([C:37]2[CH:43]=[CH:42][C:40]([NH2:41])=[CH:39][CH:38]=2)[CH2:36][CH2:35][NH:34][CH2:33][CH2:32]1.Cl, predict the reaction product. The product is: [N:31]1([C:37]2[CH:38]=[CH:39][C:40]([NH:41][C:2]3[C:3]4[NH:21][N:20]=[CH:19][C:4]=4[N:5]=[C:6]([C:8]4[CH:9]=[C:10]([NH:14][S:15]([CH3:18])(=[O:16])=[O:17])[CH:11]=[CH:12][CH:13]=4)[N:7]=3)=[CH:42][CH:43]=2)[CH2:32][CH2:33][NH:34][CH2:35][CH2:36]1. (9) Given the reactants [O:1]=[C:2]([N:8]([CH2:23][C:24]1[CH:29]=[CH:28][CH:27]=[CH:26][CH:25]=1)[CH2:9][C@H:10]1[CH2:15][O:14][CH2:13][CH2:12][N:11]1CC1C=CC=CC=1)[C:3](OCC)=[O:4], predict the reaction product. The product is: [C:24]1([CH2:23][N:8]2[C:2](=[O:1])[C:3](=[O:4])[N:11]3[C@H:10]([CH2:15][O:14][CH2:13][CH2:12]3)[CH2:9]2)[CH:29]=[CH:28][CH:27]=[CH:26][CH:25]=1.